This data is from Full USPTO retrosynthesis dataset with 1.9M reactions from patents (1976-2016). The task is: Predict the reactants needed to synthesize the given product. (1) Given the product [CH:54]([C:52]1[N:53]=[C:49]([C:38]2[CH:37]=[C:36]([O:35][CH:11]3[CH2:10][CH:9]4[N:13]([C:14](=[O:34])[N:15]([CH2:25][C:26]5[CH:27]=[CH:28][C:29]([O:32][CH3:33])=[CH:30][CH:31]=5)[CH2:16][CH2:17][CH2:18][CH2:19][CH2:20][CH:21]=[CH:22][CH:23]5[C:6]([C:4]([OH:5])=[O:3])([NH:7][C:8]4=[O:57])[CH2:24]5)[CH2:12]3)[C:45]3[C:40](=[C:41]([CH3:48])[C:42]([O:46][CH3:47])=[CH:43][CH:44]=3)[N:39]=2)[S:50][CH:51]=1)([CH3:56])[CH3:55], predict the reactants needed to synthesize it. The reactants are: C([O:3][C:4]([C:6]12[CH2:24][CH:23]1[CH:22]=[CH:21][CH2:20][CH2:19][CH2:18][CH2:17][CH2:16][N:15]([CH2:25][C:26]1[CH:31]=[CH:30][C:29]([O:32][CH3:33])=[CH:28][CH:27]=1)[C:14](=[O:34])[N:13]1[CH:9]([CH2:10][CH:11]([O:35][C:36]3[C:45]4[C:40](=[C:41]([CH3:48])[C:42]([O:46][CH3:47])=[CH:43][CH:44]=4)[N:39]=[C:38]([C:49]4[S:50][CH:51]=[C:52]([CH:54]([CH3:56])[CH3:55])[N:53]=4)[CH:37]=3)[CH2:12]1)[C:8](=[O:57])[NH:7]2)=[O:5])C.[Li+].[OH-].C(O)(=O)CC(CC(O)=O)(C(O)=O)O. (2) Given the product [O:1]=[C:2]1[C@H:13]([CH2:14][C:15]([N:45]([CH2:46][CH3:47])[CH2:43][CH3:44])=[O:17])[CH2:12][CH:11]=[CH:10][CH2:9][CH2:8][C:7](=[O:22])[O:6][C@H:5]([C:23]2[CH:24]=[CH:25][CH:26]=[CH:27][CH:28]=2)[CH2:4][NH:3]1, predict the reactants needed to synthesize it. The reactants are: [O:1]=[C:2]1[C@H:13]([CH2:14][C:15]([O:17]C(C)(C)C)=O)[CH2:12][CH:11]=[CH:10][CH2:9][CH2:8][C:7](=[O:22])[O:6][C@H:5]([C:23]2[CH:28]=[CH:27][CH:26]=[CH:25][CH:24]=2)[CH2:4][NH:3]1.C([SiH](CC)CC)C.FC(F)(F)C(O)=O.[CH2:43]([NH:45][CH2:46][CH3:47])[CH3:44].CCN(C(C)C)C(C)C. (3) Given the product [Cl:38][C:32]1[CH:33]=[N:34][CH:35]=[C:36]([Cl:37])[C:31]=1[NH:30][C:17]([C:7]1[C:8]2[C:12]3[CH:13]=[N:14][CH:15]=[CH:16][C:11]=3[O:10][C:9]=2[C:4]([O:3][CH:2]([F:29])[F:1])=[CH:5][CH:6]=1)=[O:19], predict the reactants needed to synthesize it. The reactants are: [F:1][CH:2]([F:29])[O:3][C:4]1[C:9]2[O:10][C:11]3[CH:16]=[CH:15][N:14]=[CH:13][C:12]=3[C:8]=2[C:7]([C:17]([O:19]C2C=CC([N+]([O-])=O)=CC=2)=O)=[CH:6][CH:5]=1.[NH2:30][C:31]1[C:36]([Cl:37])=[CH:35][N:34]=[CH:33][C:32]=1[Cl:38].[H-].[Na+].C(O)(=O)C.